From a dataset of Peptide-MHC class I binding affinity with 185,985 pairs from IEDB/IMGT. Regression. Given a peptide amino acid sequence and an MHC pseudo amino acid sequence, predict their binding affinity value. This is MHC class I binding data. The peptide sequence is EFKSRFFVM. The MHC is HLA-A69:01 with pseudo-sequence HLA-A69:01. The binding affinity (normalized) is 0.0847.